This data is from Peptide-MHC class II binding affinity with 134,281 pairs from IEDB. The task is: Regression. Given a peptide amino acid sequence and an MHC pseudo amino acid sequence, predict their binding affinity value. This is MHC class II binding data. (1) The peptide sequence is QVAQYKALPVVLENA. The MHC is HLA-DPA10301-DPB10402 with pseudo-sequence HLA-DPA10301-DPB10402. The binding affinity (normalized) is 0.0808. (2) The peptide sequence is REKKLSEFGKAKGSR. The MHC is DRB3_0101 with pseudo-sequence DRB3_0101. The binding affinity (normalized) is 0. (3) The peptide sequence is AAPLSWSKDIYNYME. The MHC is HLA-DPA10201-DPB11401 with pseudo-sequence HLA-DPA10201-DPB11401. The binding affinity (normalized) is 0. (4) The MHC is HLA-DQA10401-DQB10402 with pseudo-sequence HLA-DQA10401-DQB10402. The peptide sequence is RGIEYIQHNGVVQES. The binding affinity (normalized) is 0.391. (5) The peptide sequence is CGMFTNRSGSQQW. The MHC is HLA-DQA10102-DQB10502 with pseudo-sequence HLA-DQA10102-DQB10502. The binding affinity (normalized) is 0. (6) The peptide sequence is TARLNSLGEAWTGGG. The MHC is HLA-DQA10501-DQB10301 with pseudo-sequence HLA-DQA10501-DQB10301. The binding affinity (normalized) is 0.578. (7) The peptide sequence is NRTKTEGFIFQVNTS. The MHC is DRB1_0101 with pseudo-sequence DRB1_0101. The binding affinity (normalized) is 0.643. (8) The peptide sequence is AETAVNTLFEKLEPM. The MHC is HLA-DQA10401-DQB10402 with pseudo-sequence HLA-DQA10401-DQB10402. The binding affinity (normalized) is 0.387. (9) The peptide sequence is KMVYSFSLECIMDVG. The MHC is DRB1_0101 with pseudo-sequence DRB1_0101. The binding affinity (normalized) is 0.811. (10) The MHC is HLA-DPA10301-DPB10402 with pseudo-sequence HLA-DPA10301-DPB10402. The binding affinity (normalized) is 0. The peptide sequence is AWMSAAAAQAEQAAT.